This data is from Forward reaction prediction with 1.9M reactions from USPTO patents (1976-2016). The task is: Predict the product of the given reaction. (1) Given the reactants [Cl:1][C:2]1[CH:7]=[C:6]([CH2:8]O)[CH:5]=[CH:4][N:3]=1.S(Cl)([Cl:12])=O.CN(C)C=O.O, predict the reaction product. The product is: [Cl:1][C:2]1[CH:7]=[C:6]([CH2:8][Cl:12])[CH:5]=[CH:4][N:3]=1. (2) Given the reactants [I-:1].[Na+].Cl[C:4]1[CH:9]=[CH:8][N:7]=[C:6]2[CH2:10][N:11]([C:13]([O:15][CH2:16][CH3:17])=[O:14])[CH2:12][C:5]=12, predict the reaction product. The product is: [I:1][C:4]1[CH:9]=[CH:8][N:7]=[C:6]2[CH2:10][N:11]([C:13]([O:15][CH2:16][CH3:17])=[O:14])[CH2:12][C:5]=12.